Dataset: NCI-60 drug combinations with 297,098 pairs across 59 cell lines. Task: Regression. Given two drug SMILES strings and cell line genomic features, predict the synergy score measuring deviation from expected non-interaction effect. (1) Drug 1: CN(C)N=NC1=C(NC=N1)C(=O)N. Drug 2: CN(C)C1=NC(=NC(=N1)N(C)C)N(C)C. Cell line: NCI-H460. Synergy scores: CSS=13.7, Synergy_ZIP=-4.31, Synergy_Bliss=3.61, Synergy_Loewe=-2.43, Synergy_HSA=1.19. (2) Drug 1: CC1=C(C(=CC=C1)Cl)NC(=O)C2=CN=C(S2)NC3=CC(=NC(=N3)C)N4CCN(CC4)CCO. Drug 2: CCC1(CC2CC(C3=C(CCN(C2)C1)C4=CC=CC=C4N3)(C5=C(C=C6C(=C5)C78CCN9C7C(C=CC9)(C(C(C8N6C)(C(=O)OC)O)OC(=O)C)CC)OC)C(=O)OC)O.OS(=O)(=O)O. Cell line: NCI-H226. Synergy scores: CSS=-0.932, Synergy_ZIP=0.727, Synergy_Bliss=-0.312, Synergy_Loewe=-2.52, Synergy_HSA=-2.05. (3) Drug 1: CC12CCC3C(C1CCC2=O)CC(=C)C4=CC(=O)C=CC34C. Drug 2: CCN(CC)CCNC(=O)C1=C(NC(=C1C)C=C2C3=C(C=CC(=C3)F)NC2=O)C. Cell line: UO-31. Synergy scores: CSS=18.8, Synergy_ZIP=-10.3, Synergy_Bliss=-5.49, Synergy_Loewe=-4.96, Synergy_HSA=-4.90.